From a dataset of Catalyst prediction with 721,799 reactions and 888 catalyst types from USPTO. Predict which catalyst facilitates the given reaction. (1) Reactant: C1C2C(COC(=O)[NH:17][C:18]3[CH:23]=[CH:22][C:21]([S:24][C:25]4[CH:30]=[CH:29][C:28]([C:31](=[O:41])[NH:32][C:33]5[CH:34]=[N:35][C:36]([O:39][CH3:40])=[CH:37][CH:38]=5)=[CH:27][C:26]=4[NH:42][C:43]4[C:44]5[CH:52]=[CH:51][C:50]([CH:53]([CH3:55])[CH3:54])=[N:49][C:45]=5[N:46]=[CH:47][N:48]=4)=[CH:20][CH:19]=3)C3C(=CC=CC=3)C=2C=CC=1.O.[OH-].[Li+].Cl. Product: [NH2:17][C:18]1[CH:23]=[CH:22][C:21]([S:24][C:25]2[CH:30]=[CH:29][C:28]([C:31]([NH:32][C:33]3[CH:34]=[N:35][C:36]([O:39][CH3:40])=[CH:37][CH:38]=3)=[O:41])=[CH:27][C:26]=2[NH:42][C:43]2[C:44]3[CH:52]=[CH:51][C:50]([CH:53]([CH3:55])[CH3:54])=[N:49][C:45]=3[N:46]=[CH:47][N:48]=2)=[CH:20][CH:19]=1. The catalyst class is: 708. (2) Reactant: Br[C:2]1[CH:3]=[CH:4][C:5]([N:16]2[CH2:20][CH2:19][CH2:18][CH2:17]2)=[C:6](/[CH:8]=[C:9](\[CH3:15])/[C:10]([O:12][CH2:13][CH3:14])=[O:11])[CH:7]=1.[CH2:21]([O:25][CH2:26][CH2:27][O:28][C:29]1[CH:34]=[CH:33][C:32](OB(O)O)=[CH:31][CH:30]=1)[CH2:22][CH2:23][CH3:24].C(=O)([O-])[O-].[K+].[K+]. Product: [CH2:21]([O:25][CH2:26][CH2:27][O:28][C:29]1[CH:30]=[CH:31][C:32]([C:2]2[CH:3]=[CH:4][C:5]([N:16]3[CH2:20][CH2:19][CH2:18][CH2:17]3)=[C:6](/[CH:8]=[C:9](\[CH3:15])/[C:10]([O:12][CH2:13][CH3:14])=[O:11])[CH:7]=2)=[CH:33][CH:34]=1)[CH2:22][CH2:23][CH3:24]. The catalyst class is: 460. (3) Reactant: Br[C:2]1[CH:7]=[CH:6][C:5]([C:8]2([OH:12])[CH2:11][O:10][CH2:9]2)=[CH:4][CH:3]=1.[CH3:13][C:14]1([CH3:28])[CH2:19][O:18][B:17]([B:17]2[O:18][CH2:19][C:14]([CH3:28])([CH3:13])[CH2:15][O:16]2)[O:16][CH2:15]1.CC([O-])=O.[K+]. Product: [CH3:13][C:14]1([CH3:28])[CH2:19][O:18][B:17]([C:2]2[CH:7]=[CH:6][C:5]([C:8]3([OH:12])[CH2:11][O:10][CH2:9]3)=[CH:4][CH:3]=2)[O:16][CH2:15]1. The catalyst class is: 140.